This data is from Reaction yield outcomes from USPTO patents with 853,638 reactions. The task is: Predict the reaction yield, written as a fraction of the theoretical maximum amount of product (1.0 means a 100% yield; for example, 0.34 means a 34% yield). The reactants are [Cl:1][C:2]1[CH:3]=[C:4]2[C:9](=[CH:10][CH:11]=1)[CH:8]([C:12]1[CH:16]=[C:15](Br)[S:14][C:13]=1[Br:18])[N:7]([C:19]([O:21][C:22]([CH3:25])([CH3:24])[CH3:23])=[O:20])[CH2:6][CH2:5]2.[N:26]1[CH:31]=[CH:30][C:29](B(O)O)=[CH:28][CH:27]=1.C(=O)([O-])[O-].[Cs+].[Cs+].O1CCOCC1.O. No catalyst specified. The product is [Br:18][C:13]1[S:14][C:15]([C:29]2[CH:30]=[CH:31][N:26]=[CH:27][CH:28]=2)=[CH:16][C:12]=1[CH:8]1[C:9]2[C:4](=[CH:3][C:2]([Cl:1])=[CH:11][CH:10]=2)[CH2:5][CH2:6][N:7]1[C:19]([O:21][C:22]([CH3:24])([CH3:23])[CH3:25])=[O:20]. The yield is 0.410.